This data is from Forward reaction prediction with 1.9M reactions from USPTO patents (1976-2016). The task is: Predict the product of the given reaction. Given the reactants Cl[C:2]1[CH:7]=[C:6]([Cl:8])[N:5]=[C:4]([NH2:9])[N:3]=1.[CH3:10][C:11]([CH3:15])([CH3:14])[CH2:12][NH2:13].CCN(C(C)C)C(C)C, predict the reaction product. The product is: [Cl:8][C:6]1[N:5]=[C:4]([NH2:9])[N:3]=[C:2]([NH:13][CH2:12][C:11]([CH3:15])([CH3:14])[CH3:10])[CH:7]=1.